From a dataset of Reaction yield outcomes from USPTO patents with 853,638 reactions. Predict the reaction yield, written as a fraction of the theoretical maximum amount of product (1.0 means a 100% yield; for example, 0.34 means a 34% yield). (1) The reactants are [C:1]1([C:7]2[N:11]([CH2:12][C:13]3[CH:18]=[CH:17][C:16]([C:19]([F:22])([F:21])[F:20])=[CH:15][CH:14]=3)[C:10]([C:23]3[CH:24]=[C:25]4[C:30](=[CH:31][CH:32]=3)[CH:29]=[C:28]([OH:33])[CH:27]=[CH:26]4)=[CH:9][CH:8]=2)[CH:6]=[CH:5][CH:4]=[CH:3][CH:2]=1.[CH3:34][O:35][C:36](=[O:53])[CH:37](OS(C(F)(F)F)(=O)=O)[CH2:38][C:39]1[CH:44]=[CH:43][CH:42]=[CH:41][CH:40]=1.C(=O)([O-])[O-].[Cs+].[Cs+]. No catalyst specified. The product is [C:39]1([CH2:38][CH:37]([O:33][C:28]2[CH:27]=[CH:26][C:25]3[C:30](=[CH:31][CH:32]=[C:23]([C:10]4[N:11]([CH2:12][C:13]5[CH:14]=[CH:15][C:16]([C:19]([F:22])([F:21])[F:20])=[CH:17][CH:18]=5)[C:7]([C:1]5[CH:2]=[CH:3][CH:4]=[CH:5][CH:6]=5)=[CH:8][CH:9]=4)[CH:24]=3)[CH:29]=2)[C:36]([O:35][CH3:34])=[O:53])[CH:44]=[CH:43][CH:42]=[CH:41][CH:40]=1. The yield is 0.900. (2) The reactants are C(OC([N:8]1[CH2:13][CH2:12][NH:11][C@@H:10]([CH2:14][O:15][C:16]2[CH:21]=[CH:20][C:19]([F:22])=[CH:18][CH:17]=2)[CH2:9]1)=O)(C)(C)C.Cl. The catalyst is O1CCOCC1. The product is [F:22][C:19]1[CH:20]=[CH:21][C:16]([O:15][CH2:14][C@H:10]2[CH2:9][NH:8][CH2:13][CH2:12][NH:11]2)=[CH:17][CH:18]=1. The yield is 1.00. (3) The reactants are C(OC([N:8]1[CH2:13][CH2:12][CH:11]([C:14]2[CH:19]=[CH:18][N:17]3[C:20]([CH2:23][CH:24]4[CH2:26][CH2:25]4)=[N:21][N:22]=[C:16]3[C:15]=2[CH3:27])[CH2:10][CH2:9]1)=O)(C)(C)C.FC(F)(F)C(O)=O. The catalyst is C(Cl)Cl. The product is [CH:24]1([CH2:23][C:20]2[N:17]3[CH:18]=[CH:19][C:14]([CH:11]4[CH2:10][CH2:9][NH:8][CH2:13][CH2:12]4)=[C:15]([CH3:27])[C:16]3=[N:22][N:21]=2)[CH2:25][CH2:26]1. The yield is 0.990. (4) The catalyst is C(O)C.O1CCOCC1. The yield is 0.580. The reactants are [CH:1]1([N:4]2[CH2:9][C:8]3([CH2:14][CH2:13][N:12](C(OC(C)(C)C)=O)[CH2:11][CH2:10]3)[O:7][CH2:6][C:5]2=[O:22])[CH2:3][CH2:2]1.[ClH:23]. The product is [ClH:23].[CH:1]1([N:4]2[CH2:9][C:8]3([CH2:10][CH2:11][NH:12][CH2:13][CH2:14]3)[O:7][CH2:6][C:5]2=[O:22])[CH2:3][CH2:2]1. (5) The reactants are [C:1]([OH:10])(=[O:9])[C@H:2]([C@@H:4]([C:6]([OH:8])=O)[OH:5])[OH:3].[C:11](Cl)(=[O:15])[CH:12]([CH3:14])[CH3:13]. The catalyst is C1(C)C=CC=CC=1.CCOCC.CCCCCC. The product is [O:10]=[C:1]1[C@@H:2]([O:3][C:11](=[O:15])[CH:12]([CH3:14])[CH3:13])[C@H:4]([O:5][C:11](=[O:15])[CH:12]([CH3:14])[CH3:13])[C:6](=[O:8])[O:9]1. The yield is 0.710.